Dataset: Full USPTO retrosynthesis dataset with 1.9M reactions from patents (1976-2016). Task: Predict the reactants needed to synthesize the given product. The reactants are: Cl.[F:2][C:3]([F:18])([F:17])[C:4]1[N:5]=[CH:6][C:7]([NH:10][C@H:11]2[CH2:15][CH2:14][CH2:13][C@@H:12]2[NH2:16])=[N:8][CH:9]=1.[F:19][CH:20]([F:30])[C:21]1[CH:29]=[CH:28][CH:27]=[CH:26][C:22]=1[C:23](O)=[O:24].C(N(CC)CC)C.O1POPOP1. Given the product [F:19][CH:20]([F:30])[C:21]1[CH:29]=[CH:28][CH:27]=[CH:26][C:22]=1[C:23]([NH:16][C@H:12]1[CH2:13][CH2:14][CH2:15][C@@H:11]1[NH:10][C:7]1[CH:6]=[N:5][C:4]([C:3]([F:2])([F:17])[F:18])=[CH:9][N:8]=1)=[O:24], predict the reactants needed to synthesize it.